From a dataset of Full USPTO retrosynthesis dataset with 1.9M reactions from patents (1976-2016). Predict the reactants needed to synthesize the given product. (1) Given the product [C:64]([C:66]1[CH:71]=[CH:70][CH:69]=[CH:68][C:67]=1[C:2]1[CH:7]=[C:6]([C:8]2[CH:13]=[CH:12][CH:11]=[CH:10][CH:9]=2)[N:5]=[C:4]([NH:14][C:15](=[O:32])[CH2:16][CH2:17][C:18]([C:20]2[CH:25]=[CH:24][C:23]([O:26][CH2:27][CH3:28])=[C:22]([O:29][CH2:30][CH3:31])[CH:21]=2)=[O:19])[CH:3]=1)#[N:65], predict the reactants needed to synthesize it. The reactants are: Cl[C:2]1[CH:7]=[C:6]([C:8]2[CH:13]=[CH:12][CH:11]=[CH:10][CH:9]=2)[N:5]=[C:4]([NH:14][C:15](=[O:32])[CH2:16][CH2:17][C:18]([C:20]2[CH:25]=[CH:24][C:23]([O:26][CH2:27][CH3:28])=[C:22]([O:29][CH2:30][CH3:31])[CH:21]=2)=[O:19])[CH:3]=1.C1(C2C=CC=CC=2)C=CC=CC=1P(C1CCCCC1)C1CCCCC1.C(=O)([O-])[O-].[K+].[K+].[C:64]([C:66]1[CH:71]=[CH:70][CH:69]=[CH:68][C:67]=1B(O)O)#[N:65]. (2) Given the product [C:8]([C:10]1[CH:22]=[CH:21][C:13]([C:14]([OH:16])=[O:15])=[C:12]([C:23]([F:24])([F:25])[F:26])[CH:11]=1)#[N:9], predict the reactants needed to synthesize it. The reactants are: FC(F)(F)C(O)=O.[C:8]([C:10]1[CH:22]=[CH:21][C:13]([C:14]([O:16]C(C)(C)C)=[O:15])=[C:12]([C:23]([F:26])([F:25])[F:24])[CH:11]=1)#[N:9].